This data is from Full USPTO retrosynthesis dataset with 1.9M reactions from patents (1976-2016). The task is: Predict the reactants needed to synthesize the given product. (1) Given the product [N:21]([C@H:7]1[CH2:6][N:5]([C:14]([O:16][C:17]([CH3:20])([CH3:19])[CH3:18])=[O:15])[C@@H:4]([CH2:3][C:1]#[N:2])[CH2:8]1)=[N+:22]=[N-:23], predict the reactants needed to synthesize it. The reactants are: [C:1]([CH2:3][C@H:4]1[CH2:8][C@H:7](OS(C)(=O)=O)[CH2:6][N:5]1[C:14]([O:16][C:17]([CH3:20])([CH3:19])[CH3:18])=[O:15])#[N:2].[N-:21]=[N+:22]=[N-:23].C([N+](CCCC)(CCCC)CCCC)CCC. (2) Given the product [CH:31]1([CH2:30][O:29][C:22]2[CH:23]=[CH:24][C:25]([O:27][CH3:28])=[CH:26][C:21]=2[C:20]2[C:15]3[NH:14][C:13]([CH3:34])=[C:12]([C:10]([NH:9][C@H:6]4[CH2:7][CH2:8][C@@H:3]([NH:2][C:38](=[O:39])[CH2:37][O:36][CH3:35])[CH2:4][CH2:5]4)=[O:11])[C:16]=3[N:17]=[CH:18][N:19]=2)[CH2:32][CH2:33]1, predict the reactants needed to synthesize it. The reactants are: Cl.[NH2:2][C@@H:3]1[CH2:8][CH2:7][C@H:6]([NH:9][C:10]([C:12]2[C:16]3[N:17]=[CH:18][N:19]=[C:20]([C:21]4[CH:26]=[C:25]([O:27][CH3:28])[CH:24]=[CH:23][C:22]=4[O:29][CH2:30][CH:31]4[CH2:33][CH2:32]4)[C:15]=3[NH:14][C:13]=2[CH3:34])=[O:11])[CH2:5][CH2:4]1.[CH3:35][O:36][CH2:37][C:38](Cl)=[O:39]. (3) Given the product [F:11][C:10]1[CH:9]=[CH:8][C:7]2[C:6](=[O:12])[CH2:5][CH2:4][C:3]=2[C:2]=1[C:42]#[N:43], predict the reactants needed to synthesize it. The reactants are: Br[C:2]1[C:10]([F:11])=[CH:9][CH:8]=[C:7]2[C:3]=1[CH2:4][CH2:5][C:6]2=[O:12].COC1C=CC=C(OC)C=1C1C=CC=CC=1P(C1CCCCC1)C1CCCCC1.[CH3:42][N:43](C=O)C. (4) The reactants are: [OH:1][CH:2]([C:7]1[N:12]([CH3:13])[C:11](=[O:14])[C:10]2[N:15]([CH2:18][C:19]3[CH:24]=[CH:23][C:22](OC)=[CH:21]C=3)[N:16]=[CH:17][C:9]=2[C:8]=1[C:27]1[C:28]([CH3:37])=[C:29]2[C:34](=[CH:35][CH:36]=1)[O:33][CH2:32][CH2:31][CH2:30]2)[C:3]([O:5][CH3:6])=[O:4].C1(P(C2C=CC=CC=2)C2C=CC=CC=2)C=CC=CC=1.[N:57]1C=CC=CC=1CO.CC(OC(/N=N/C(OC(C)C)=O)=O)C. Given the product [OH:1][CH:2]([C:7]1[N:12]([CH3:13])[C:11](=[O:14])[C:10]2[N:15]([CH2:18][C:19]3[CH:24]=[CH:23][CH:22]=[CH:21][N:57]=3)[N:16]=[CH:17][C:9]=2[C:8]=1[C:27]1[C:28]([CH3:37])=[C:29]2[C:34](=[CH:35][CH:36]=1)[O:33][CH2:32][CH2:31][CH2:30]2)[C:3]([O:5][CH3:6])=[O:4], predict the reactants needed to synthesize it. (5) Given the product [CH:12]1([N:16]2[CH2:22][CH2:21][C:20]3[CH:23]=[CH:24][C:25]([O:27][C:28]4[N:29]=[CH:30][C:31]([N:7]5[CH2:10][CH2:9][C:8]5=[O:11])=[CH:32][CH:33]=4)=[CH:26][C:19]=3[CH2:18][CH2:17]2)[CH2:13][CH2:14][CH2:15]1, predict the reactants needed to synthesize it. The reactants are: C(=O)([O-])[O-].[Cs+].[Cs+].[NH:7]1[CH2:10][CH2:9][C:8]1=[O:11].[CH:12]1([N:16]2[CH2:22][CH2:21][C:20]3[CH:23]=[CH:24][C:25]([O:27][C:28]4[CH:33]=[CH:32][C:31](I)=[CH:30][N:29]=4)=[CH:26][C:19]=3[CH2:18][CH2:17]2)[CH2:15][CH2:14][CH2:13]1.N[C@@H]1CCCC[C@H]1N. (6) Given the product [C:28]12([CH2:38][NH:39][C:40]([C:42]3[C:43]([CH3:57])=[N:44][N:45]([C:47]4[N:52]=[C:51]([C:53]([N:58]5[CH2:63][CH2:62][O:61][CH2:60][CH2:59]5)=[O:54])[C:50]([CH3:56])=[CH:49][N:48]=4)[CH:46]=3)=[O:41])[CH2:29][CH:30]3[CH2:31][CH:32]([CH2:33][CH:34]([CH2:36]3)[CH2:35]1)[CH2:37]2, predict the reactants needed to synthesize it. The reactants are: F[P-](F)(F)(F)(F)F.N1(O[P+](N(C)C)(N(C)C)N(C)C)C2C=CC=CC=2N=N1.[C:28]12([CH2:38][NH:39][C:40]([C:42]3[C:43]([CH3:57])=[N:44][N:45]([C:47]4[N:52]=[C:51]([C:53](O)=[O:54])[C:50]([CH3:56])=[CH:49][N:48]=4)[CH:46]=3)=[O:41])[CH2:37][CH:32]3[CH2:33][CH:34]([CH2:36][CH:30]([CH2:31]3)[CH2:29]1)[CH2:35]2.[NH:58]1[CH2:63][CH2:62][O:61][CH2:60][CH2:59]1.CC(N(C)C)=O.